Task: Predict the product of the given reaction.. Dataset: Forward reaction prediction with 1.9M reactions from USPTO patents (1976-2016) Given the reactants [Cl:1][C:2]1[CH:3]=[C:4]([N:10]2[CH:18]([CH:19]3[CH2:23][CH2:22][CH2:21][CH2:20]3)[CH:17]3[C:12]([C:13]4[CH:27]=[CH:26][C:25]([C:28]([OH:30])=[O:29])=[CH:24][C:14]=4[CH2:15][CH2:16]3)=[N:11]2)[CH:5]=[CH:6][C:7]=1[C:8]#[N:9].[CH2:31](O)[CH2:32][O:33][CH2:34][CH2:35][O:36][CH2:37][CH2:38][OH:39], predict the reaction product. The product is: [Cl:1][C:2]1[CH:3]=[C:4]([N:10]2[CH:18]([CH:19]3[CH2:20][CH2:21][CH2:22][CH2:23]3)[CH:17]3[C:12]([C:13]4[CH:27]=[CH:26][C:25]([C:28]([O:30][CH2:31][CH2:32][O:33][CH2:34][CH2:35][O:36][CH2:37][CH2:38][OH:39])=[O:29])=[CH:24][C:14]=4[CH2:15][CH2:16]3)=[N:11]2)[CH:5]=[CH:6][C:7]=1[C:8]#[N:9].